From a dataset of Full USPTO retrosynthesis dataset with 1.9M reactions from patents (1976-2016). Predict the reactants needed to synthesize the given product. (1) Given the product [CH:1]1([C@@H:4]([NH:6][C:7]([C:9]2[C:17]3[C:12](=[N:13][CH:14]=[C:15]([C:18]4[C:26]5[C:21](=[CH:22][C:23]([Cl:27])=[CH:24][CH:25]=5)[N:20]([CH3:28])[N:19]=4)[N:16]=3)[NH:11][CH:10]=2)=[O:8])[CH3:5])[CH2:3][CH2:2]1, predict the reactants needed to synthesize it. The reactants are: [CH:1]1([C@@H:4]([NH:6][C:7]([C:9]2[C:17]3[C:12](=[N:13][CH:14]=[C:15]([C:18]4[C:26]5[C:21](=[CH:22][C:23]([Cl:27])=[CH:24][CH:25]=5)[N:20]([CH3:28])[N:19]=4)[N:16]=3)[N:11](COCC[Si](C)(C)C)[CH:10]=2)=[O:8])[CH3:5])[CH2:3][CH2:2]1.FC(F)(F)C(O)=O. (2) Given the product [Si:1]([O:8][C@H:9]1[CH2:18][C:17]([CH3:19])([CH3:20])[CH2:16][C:15]2[N:14]=[C:13]([CH:21]([CH3:22])[CH3:23])[C:12]([C@H:24]([C:28]3[CH:33]=[CH:32][C:31]([C:34]([F:36])([F:37])[F:35])=[C:30]([F:38])[CH:29]=3)[OH:25])=[C:11]([I:26])[C:10]1=2)([C:4]([CH3:5])([CH3:6])[CH3:7])([CH3:3])[CH3:2], predict the reactants needed to synthesize it. The reactants are: [Si:1]([O:8][C@H:9]1[CH2:18][C:17]([CH3:20])([CH3:19])[CH2:16][C:15]2[N:14]=[C:13]([CH:21]([CH3:23])[CH3:22])[C:12]([CH:24]=[O:25])=[C:11]([I:26])[C:10]1=2)([C:4]([CH3:7])([CH3:6])[CH3:5])([CH3:3])[CH3:2].Br[C:28]1[CH:33]=[CH:32][C:31]([C:34]([F:37])([F:36])[F:35])=[C:30]([F:38])[CH:29]=1. (3) Given the product [F:26][C:27]1[CH:32]=[CH:31][C:30]([C:2]2[N:7]=[C:6]([NH:8][C:9]3[CH:10]=[N:11][C:12]([O:15][CH3:16])=[CH:13][CH:14]=3)[C:5]([C:17]3[N:22]=[C:21]([CH3:23])[N:20]=[C:19]([S:24][CH3:25])[N:18]=3)=[CH:4][N:3]=2)=[CH:29][CH:28]=1, predict the reactants needed to synthesize it. The reactants are: Cl[C:2]1[N:7]=[C:6]([NH:8][C:9]2[CH:10]=[N:11][C:12]([O:15][CH3:16])=[CH:13][CH:14]=2)[C:5]([C:17]2[N:22]=[C:21]([CH3:23])[N:20]=[C:19]([S:24][CH3:25])[N:18]=2)=[CH:4][N:3]=1.[F:26][C:27]1[CH:32]=[CH:31][C:30](B(O)O)=[CH:29][CH:28]=1.C(=O)([O-])[O-].[Cs+].[Cs+]. (4) Given the product [CH3:6][N:7]([CH2:8][CH2:9][NH:10][S:11]([C:14]1[CH:15]=[CH:16][C:17]([N:20]2[C:24]([C:25]3[CH:30]=[CH:29][C:28]([CH3:31])=[CH:27][CH:26]=3)=[CH:23][C:22]([C:32]([F:35])([F:34])[F:33])=[N:21]2)=[CH:18][CH:19]=1)(=[O:12])=[O:13])[C:1](=[O:4])[O:2][CH3:3], predict the reactants needed to synthesize it. The reactants are: [C:1](Cl)(=[O:4])[O:2][CH3:3].[CH3:6][NH:7][CH2:8][CH2:9][NH:10][S:11]([C:14]1[CH:19]=[CH:18][C:17]([N:20]2[C:24]([C:25]3[CH:30]=[CH:29][C:28]([CH3:31])=[CH:27][CH:26]=3)=[CH:23][C:22]([C:32]([F:35])([F:34])[F:33])=[N:21]2)=[CH:16][CH:15]=1)(=[O:13])=[O:12].